From a dataset of NCI-60 drug combinations with 297,098 pairs across 59 cell lines. Regression. Given two drug SMILES strings and cell line genomic features, predict the synergy score measuring deviation from expected non-interaction effect. (1) Drug 1: COC1=NC(=NC2=C1N=CN2C3C(C(C(O3)CO)O)O)N. Drug 2: C#CCC(CC1=CN=C2C(=N1)C(=NC(=N2)N)N)C3=CC=C(C=C3)C(=O)NC(CCC(=O)O)C(=O)O. Cell line: SF-268. Synergy scores: CSS=33.5, Synergy_ZIP=-8.21, Synergy_Bliss=-6.83, Synergy_Loewe=-3.06, Synergy_HSA=-0.212. (2) Drug 1: C1CCC(C1)C(CC#N)N2C=C(C=N2)C3=C4C=CNC4=NC=N3. Drug 2: C1CC(=O)NC(=O)C1N2C(=O)C3=CC=CC=C3C2=O. Cell line: 786-0. Synergy scores: CSS=2.98, Synergy_ZIP=-0.856, Synergy_Bliss=4.34, Synergy_Loewe=0.469, Synergy_HSA=3.18. (3) Drug 1: C1=NC(=NC(=O)N1C2C(C(C(O2)CO)O)O)N. Drug 2: CC(C)CN1C=NC2=C1C3=CC=CC=C3N=C2N. Cell line: T-47D. Synergy scores: CSS=4.27, Synergy_ZIP=-2.45, Synergy_Bliss=0.489, Synergy_Loewe=-0.522, Synergy_HSA=0.0676. (4) Drug 1: CC(C1=C(C=CC(=C1Cl)F)Cl)OC2=C(N=CC(=C2)C3=CN(N=C3)C4CCNCC4)N. Drug 2: CCN(CC)CCNC(=O)C1=C(NC(=C1C)C=C2C3=C(C=CC(=C3)F)NC2=O)C. Cell line: A549. Synergy scores: CSS=16.2, Synergy_ZIP=-4.89, Synergy_Bliss=-2.50, Synergy_Loewe=-3.88, Synergy_HSA=-4.38.